From a dataset of Peptide-MHC class II binding affinity with 134,281 pairs from IEDB. Regression. Given a peptide amino acid sequence and an MHC pseudo amino acid sequence, predict their binding affinity value. This is MHC class II binding data. (1) The peptide sequence is TATYGGKWLDAKSTW. The MHC is HLA-DPA10201-DPB11401 with pseudo-sequence HLA-DPA10201-DPB11401. The binding affinity (normalized) is 0.0559. (2) The peptide sequence is ASRELERFALNPGLL. The MHC is DRB1_0701 with pseudo-sequence DRB1_0701. The binding affinity (normalized) is 0.391.